From a dataset of Catalyst prediction with 721,799 reactions and 888 catalyst types from USPTO. Predict which catalyst facilitates the given reaction. Reactant: [F:1][C:2]1[CH:7]=[CH:6][C:5]([N:8]2[C:11](=[O:12])[C@H:10]([S:13][CH2:14][C:15]([C:17]3[CH:22]=[CH:21][C:20]([F:23])=[CH:19][CH:18]=3)=[O:16])[C@H:9]2[C:24]2[CH:38]=[CH:37][C:27]([O:28][CH2:29][C:30]([NH:32][CH2:33][C:34](O)=[O:35])=[O:31])=[CH:26][CH:25]=2)=[CH:4][CH:3]=1.[NH2:39][CH2:40][C@@H:41]([C@H:43]([C@@H:45]([C@@H:47]([CH2:49][OH:50])[OH:48])[OH:46])[OH:44])[OH:42].CN1CCOCC1.CN(C(ON1N=NC2C=CC=CC1=2)=[N+](C)C)C.[B-](F)(F)(F)F.[BH4-].[Na+].C([O-])(=O)C.[NH4+]. Product: [F:1][C:2]1[CH:7]=[CH:6][C:5]([N:8]2[C:11](=[O:12])[C@H:10]([S:13][CH2:14][CH:15]([C:17]3[CH:22]=[CH:21][C:20]([F:23])=[CH:19][CH:18]=3)[OH:16])[C@H:9]2[C:24]2[CH:38]=[CH:37][C:27]([O:28][CH2:29][C:30]([NH:32][CH2:33][C:34]([NH:39][CH2:40][C@@H:41]([C@H:43]([C@@H:45]([C@@H:47]([CH2:49][OH:50])[OH:48])[OH:46])[OH:44])[OH:42])=[O:35])=[O:31])=[CH:26][CH:25]=2)=[CH:4][CH:3]=1. The catalyst class is: 85.